From a dataset of Catalyst prediction with 721,799 reactions and 888 catalyst types from USPTO. Predict which catalyst facilitates the given reaction. (1) Reactant: [NH:1]1[C:9]2[C:4](=[CH:5][CH:6]=[CH:7][CH:8]=2)[C:3]([CH2:10][C@H:11]([NH2:18])[C:12]2[S:13][CH:14]=[C:15]([CH3:17])[N:16]=2)=[CH:2]1.[CH3:19][N:20]([CH3:34])[C:21]1([C:28]2[CH:33]=[CH:32][CH:31]=[CH:30][CH:29]=2)[CH2:26][CH2:25][C:24](=O)[CH2:23][CH2:22]1.S([O-])([O-])(=O)=O.[Na+].[Na+].C(O)(=O)C. Product: [NH:1]1[C:9]2[C:4](=[CH:5][CH:6]=[CH:7][CH:8]=2)[C:3]([CH2:10][C@H:11]([NH:18][CH:24]2[CH2:23][CH2:22][C:21]([C:28]3[CH:29]=[CH:30][CH:31]=[CH:32][CH:33]=3)([N:20]([CH3:34])[CH3:19])[CH2:26][CH2:25]2)[C:12]2[S:13][CH:14]=[C:15]([CH3:17])[N:16]=2)=[CH:2]1. The catalyst class is: 7. (2) Reactant: [Br:1][C:2]1[CH:3]=[N:4][N:5]2[CH:10]=[CH:9][C:8]([N:11]3[CH2:16][CH2:15][NH:14][CH2:13][CH2:12]3)=[N:7][C:6]=12.[CH:17]([O:20][C:21](Cl)=[O:22])([CH3:19])[CH3:18].C1(C)C=CC=CC=1.C(N(CC)CC)C. Product: [Br:1][C:2]1[CH:3]=[N:4][N:5]2[CH:10]=[CH:9][C:8]([N:11]3[CH2:16][CH2:15][N:14]([C:21]([O:20][CH:17]([CH3:19])[CH3:18])=[O:22])[CH2:13][CH2:12]3)=[N:7][C:6]=12. The catalyst class is: 2. (3) Reactant: [O:1]1[CH2:6][CH2:5][O:4][CH2:3][CH:2]1[CH:7]([NH:9]CC1C=CC(OC)=CC=1)[CH3:8]. Product: [O:1]1[CH2:6][CH2:5][O:4][CH2:3][CH:2]1[CH:7]([NH2:9])[CH3:8]. The catalyst class is: 19. (4) Reactant: Br[C:2]1[CH:15]=[C:14]([CH3:16])[C:5]([O:6][Si:7]([C:10]([CH3:13])([CH3:12])[CH3:11])([CH3:9])[CH3:8])=[C:4]([CH3:17])[CH:3]=1.C([Li])CCC.CCCCCC.[NH:29]1[C:39]2[C:34](=[CH:35][CH:36]=[CH:37][CH:38]=2)[C:32](=[O:33])[C:30]1=[O:31].[NH4+].[Cl-]. Product: [C:10]([Si:7]([CH3:9])([CH3:8])[O:6][C:5]1[C:14]([CH3:16])=[CH:15][C:2]([C:32]2([OH:33])[C:34]3[C:39](=[CH:38][CH:37]=[CH:36][CH:35]=3)[NH:29][C:30]2=[O:31])=[CH:3][C:4]=1[CH3:17])([CH3:13])([CH3:12])[CH3:11]. The catalyst class is: 1.